This data is from Ames mutagenicity test results for genotoxicity prediction. The task is: Regression/Classification. Given a drug SMILES string, predict its toxicity properties. Task type varies by dataset: regression for continuous values (e.g., LD50, hERG inhibition percentage) or binary classification for toxic/non-toxic outcomes (e.g., AMES mutagenicity, cardiotoxicity, hepatotoxicity). Dataset: ames. (1) The drug is Cc1ccc(C)c2c1[nH]c1ccccc12. The result is 1 (mutagenic). (2) The drug is Cn1c2ccccc2c2cc([N+](=O)[O-])ccc21. The result is 1 (mutagenic).